This data is from Forward reaction prediction with 1.9M reactions from USPTO patents (1976-2016). The task is: Predict the product of the given reaction. (1) Given the reactants [Cl:1][C:2]1[CH:23]=[CH:22][C:5]([CH2:6][N:7]2[C:16](=[O:17])[C:15]3[C:10](=[CH:11][C:12]([C:18](O)=[O:19])=[CH:13][CH:14]=3)[NH:9][C:8]2=[O:21])=[CH:4][CH:3]=1.[CH2:24]([CH:26]1[CH2:31][CH2:30][CH2:29][CH2:28][N:27]1[CH2:32][CH2:33][CH2:34][NH2:35])[CH3:25], predict the reaction product. The product is: [CH2:24]([CH:26]1[CH2:31][CH2:30][CH2:29][CH2:28][N:27]1[CH2:32][CH2:33][CH2:34][NH:35][C:18]([C:12]1[CH:11]=[C:10]2[C:15]([C:16](=[O:17])[N:7]([CH2:6][C:5]3[CH:4]=[CH:3][C:2]([Cl:1])=[CH:23][CH:22]=3)[C:8](=[O:21])[NH:9]2)=[CH:14][CH:13]=1)=[O:19])[CH3:25]. (2) The product is: [F:37][C:38]1[CH:43]=[C:42]([F:44])[CH:41]=[CH:40][C:39]=1[C:33]1[CH:32]=[CH:31][C:30]([OH:35])=[C:29]([C:28]([NH:27][CH2:26][CH2:25][NH:24][C:1](=[O:23])[CH2:2][CH2:3][CH2:4]/[CH:5]=[CH:6]\[CH2:7]/[CH:8]=[CH:9]\[CH2:10]/[CH:11]=[CH:12]\[CH2:13]/[CH:14]=[CH:15]\[CH2:16]/[CH:17]=[CH:18]\[CH2:19][CH3:20])=[O:36])[CH:34]=1. Given the reactants [C:1]([NH:24][CH2:25][CH2:26][NH:27][C:28](=[O:36])[C:29]1[CH:34]=[CH:33][CH:32]=[CH:31][C:30]=1[OH:35])(=[O:23])[CH2:2][CH2:3]/[CH:4]=[CH:5]\[CH2:6]/[CH:7]=[CH:8]\[CH2:9]/[CH:10]=[CH:11]\[CH2:12]/[CH:13]=[CH:14]\[CH2:15]/[CH:16]=[CH:17]\[CH2:18]/[CH:19]=[CH:20]\CC.[F:37][C:38]1[CH:43]=[C:42]([F:44])[CH:41]=[CH:40][C:39]=1C1C=CC(O)=C(C(O)=O)C=1, predict the reaction product.